From a dataset of Reaction yield outcomes from USPTO patents with 853,638 reactions. Predict the reaction yield, written as a fraction of the theoretical maximum amount of product (1.0 means a 100% yield; for example, 0.34 means a 34% yield). (1) The reactants are [CH2:1]([O:8][C:9]1[CH:14]=[CH:13][N:12]([C:15]2[CH:16]=[CH:17][C:18]3[S:34][C:21]4[CH2:22][N:23](C(OC(C)(C)C)=O)[CH2:24][CH2:25][CH2:26][C:20]=4[C:19]=3[CH:35]=2)[C:11](=[O:36])[CH:10]=1)[C:2]1[CH:7]=[CH:6][CH:5]=[CH:4][CH:3]=1.[ClH:37]. No catalyst specified. The product is [ClH:37].[CH2:1]([O:8][C:9]1[CH:14]=[CH:13][N:12]([C:15]2[CH:16]=[CH:17][C:18]3[S:34][C:21]4[CH2:22][NH:23][CH2:24][CH2:25][CH2:26][C:20]=4[C:19]=3[CH:35]=2)[C:11](=[O:36])[CH:10]=1)[C:2]1[CH:7]=[CH:6][CH:5]=[CH:4][CH:3]=1. The yield is 0.830. (2) The yield is 0.660. The reactants are [C:1]([O:5][C:6]([CH3:9])([CH3:8])[CH3:7])(=[O:4])[CH:2]=[CH2:3].CCN(CC)CC.CN1CCCC1.C1(C)C=CC=CC=1P(C1C=CC=CC=1C)C1C=CC=CC=1C.Br[C:46]1[CH:47]=[CH:48][C:49]([O:52][CH:53]([F:55])[F:54])=[N:50][CH:51]=1. The product is [F:54][CH:53]([F:55])[O:52][C:49]1[N:50]=[CH:51][C:46](/[CH:3]=[CH:2]/[C:1]([O:5][C:6]([CH3:9])([CH3:8])[CH3:7])=[O:4])=[CH:47][CH:48]=1. The catalyst is CN1C(=O)CCC1.CC([O-])=O.CC([O-])=O.[Pd+2]. (3) The reactants are NC1C=CC=CC=1C1N=C(CCCC(O)=O)OC=1.C([O:21][C:22](=[O:40])[CH2:23][CH2:24][CH2:25][CH2:26][CH2:27][C:28]1[O:29][CH:30]=[C:31]([C:33]2[CH:38]=[CH:37][CH:36]=[CH:35][C:34]=2[NH2:39])[N:32]=1)C. No catalyst specified. The product is [NH2:39][C:34]1[CH:35]=[CH:36][CH:37]=[CH:38][C:33]=1[C:31]1[N:32]=[C:28]([CH2:27][CH2:26][CH2:25][CH2:24][CH2:23][C:22]([OH:40])=[O:21])[O:29][CH:30]=1. The yield is 0.830. (4) The reactants are [CH3:1][N:2]([CH3:23])[CH:3]1[CH2:7][CH2:6][N:5]([C:8]2[N:13]=[CH:12][C:11]([N:14]3[CH:19]=[CH:18][C:17]([CH2:20][OH:21])=[CH:16][C:15]3=[O:22])=[CH:10][CH:9]=2)[CH2:4]1.C1C=CC(P(C2C=CC=CC=2)C2C=CC=CC=2)=CC=1.[Cl:43][C:44]1[N:49]=[CH:48][C:47](O)=[CH:46][CH:45]=1.CC(OC(/N=N/C(OC(C)C)=O)=O)C. The catalyst is C1COCC1. The product is [Cl:43][C:44]1[N:49]=[CH:48][C:47]([O:21][CH2:20][C:17]2[CH:18]=[CH:19][N:14]([C:11]3[CH:12]=[N:13][C:8]([N:5]4[CH2:6][CH2:7][CH:3]([N:2]([CH3:23])[CH3:1])[CH2:4]4)=[CH:9][CH:10]=3)[C:15](=[O:22])[CH:16]=2)=[CH:46][CH:45]=1. The yield is 0.160. (5) The catalyst is O1CCOCC1.O.C1C=CC(P(C2C=CC=CC=2)[C-]2C=CC=C2)=CC=1.C1C=CC(P(C2C=CC=CC=2)[C-]2C=CC=C2)=CC=1.Cl[Pd]Cl.[Fe+2]. The reactants are I[C:2]1[N:6]([CH:7]2[CH2:12][CH2:11][CH2:10][CH2:9][O:8]2)[N:5]=[C:4]([CH3:13])[C:3]=1[C:14]([O:16][CH2:17][CH3:18])=[O:15].[CH3:19][O:20][CH2:21][CH2:22][O:23][C:24]1[CH:25]=[C:26](B2OC(C)(C)C(C)(C)O2)[CH:27]=[C:28]([C:30]([F:33])([F:32])[F:31])[CH:29]=1.C(=O)([O-])[O-].[K+].[K+]. The yield is 0.740. The product is [CH3:19][O:20][CH2:21][CH2:22][O:23][C:24]1[CH:25]=[C:26]([C:2]2[N:6]([CH:7]3[CH2:12][CH2:11][CH2:10][CH2:9][O:8]3)[N:5]=[C:4]([CH3:13])[C:3]=2[C:14]([O:16][CH2:17][CH3:18])=[O:15])[CH:27]=[C:28]([C:30]([F:31])([F:32])[F:33])[CH:29]=1. (6) The reactants are [C:1]1([N:7]2[C:15]3[CH2:14][CH2:13][CH2:12][CH:11]([CH2:16][C:17](OCC)=[O:18])[C:10]=3[CH:9]=[N:8]2)[CH:6]=[CH:5][CH:4]=[CH:3][CH:2]=1.[OH-].[Na+]. The catalyst is C1COCC1. The product is [C:1]1([N:7]2[C:15]3[CH2:14][CH2:13][CH2:12][CH:11]([CH2:16][CH2:17][OH:18])[C:10]=3[CH:9]=[N:8]2)[CH:2]=[CH:3][CH:4]=[CH:5][CH:6]=1. The yield is 0.790. (7) The reactants are [CH2:1]([O:8][C:9]([N:11]1[CH2:17][CH:16]2[CH:18]([C:19]3[CH:24]=[CH:23][CH:22]=[C:21]([NH2:25])[CH:20]=3)[CH:13]([CH2:14][CH2:15]2)[CH2:12]1)=[O:10])[C:2]1[CH:7]=[CH:6][CH:5]=[CH:4][CH:3]=1.[CH3:26][S:27](Cl)(=[O:29])=[O:28].Cl. The catalyst is N1C=CC=CC=1. The product is [CH2:1]([O:8][C:9]([N:11]1[CH2:12][CH:13]2[CH:18]([C:19]3[CH:24]=[CH:23][CH:22]=[C:21]([NH:25][S:27]([CH3:26])(=[O:29])=[O:28])[CH:20]=3)[CH:16]([CH2:15][CH2:14]2)[CH2:17]1)=[O:10])[C:2]1[CH:3]=[CH:4][CH:5]=[CH:6][CH:7]=1. The yield is 0.670.